Dataset: Experimental lipophilicity measurements (octanol/water distribution) for 4,200 compounds from AstraZeneca. Task: Regression/Classification. Given a drug SMILES string, predict its absorption, distribution, metabolism, or excretion properties. Task type varies by dataset: regression for continuous measurements (e.g., permeability, clearance, half-life) or binary classification for categorical outcomes (e.g., BBB penetration, CYP inhibition). For this dataset (lipophilicity_astrazeneca), we predict Y. (1) The compound is FC(F)(F)c1cc(CO[C@H]2CCCN[C@H]2c2ccccc2)cc(C(F)(F)F)c1. The Y is 3.60 logD. (2) The molecule is O=c1c(-c2ccc(O)cc2)coc2cc(O)cc(O)c12. The Y is 3.06 logD. (3) The drug is CCOC(=O)c1ccc(COC2CN(c3ccc(C)nn3)C2)cc1. The Y is 2.50 logD. (4) The molecule is COc1ccc2c(Oc3ccc(CC(=O)Nc4n[nH]c(C)c4C)c(OC)c3)ccnc2c1. The Y is 3.78 logD.